From a dataset of NCI-60 drug combinations with 297,098 pairs across 59 cell lines. Regression. Given two drug SMILES strings and cell line genomic features, predict the synergy score measuring deviation from expected non-interaction effect. (1) Drug 1: CC1=C(C=C(C=C1)NC2=NC=CC(=N2)N(C)C3=CC4=NN(C(=C4C=C3)C)C)S(=O)(=O)N.Cl. Drug 2: CC(C)CN1C=NC2=C1C3=CC=CC=C3N=C2N. Cell line: MALME-3M. Synergy scores: CSS=3.70, Synergy_ZIP=-0.452, Synergy_Bliss=-1.05, Synergy_Loewe=-2.65, Synergy_HSA=-2.53. (2) Drug 1: CC=C1C(=O)NC(C(=O)OC2CC(=O)NC(C(=O)NC(CSSCCC=C2)C(=O)N1)C(C)C)C(C)C. Drug 2: C(=O)(N)NO. Cell line: HCT116. Synergy scores: CSS=25.2, Synergy_ZIP=5.15, Synergy_Bliss=2.51, Synergy_Loewe=-36.2, Synergy_HSA=-4.91. (3) Drug 1: C1CCC(C(C1)N)N.C(=O)(C(=O)[O-])[O-].[Pt+4]. Drug 2: CC1CCCC2(C(O2)CC(NC(=O)CC(C(C(=O)C(C1O)C)(C)C)O)C(=CC3=CSC(=N3)C)C)C. Cell line: UACC62. Synergy scores: CSS=37.2, Synergy_ZIP=-5.99, Synergy_Bliss=-6.60, Synergy_Loewe=-10.8, Synergy_HSA=-2.72. (4) Drug 1: N.N.Cl[Pt+2]Cl. Drug 2: CC1C(C(CC(O1)OC2CC(CC3=C2C(=C4C(=C3O)C(=O)C5=C(C4=O)C(=CC=C5)OC)O)(C(=O)CO)O)N)O.Cl. Cell line: DU-145. Synergy scores: CSS=32.9, Synergy_ZIP=1.86, Synergy_Bliss=0.613, Synergy_Loewe=-28.4, Synergy_HSA=-1.40.